Dataset: Forward reaction prediction with 1.9M reactions from USPTO patents (1976-2016). Task: Predict the product of the given reaction. (1) The product is: [Cl:1][C:2]1[CH:7]=[CH:6][N:5]=[C:4]([C@@H:8]([NH2:12])[CH2:9][CH:10]=[CH2:11])[CH:3]=1. Given the reactants [Cl:1][C:2]1[CH:7]=[CH:6][N:5]=[C:4]([C@@H:8]([NH:12][S@@](C(C)(C)C)=O)[CH2:9][CH:10]=[CH2:11])[CH:3]=1.Cl, predict the reaction product. (2) Given the reactants [F:1][C:2]1[CH:7]=[CH:6][CH:5]=[C:4]([OH:8])[C:3]=1O.[C:10](=[O:13])([O-])[O-].[K+].[K+].I[CH3:17], predict the reaction product. The product is: [F:1][C:2]1[CH:7]=[CH:6][CH:5]=[C:4]([O:8][CH3:17])[C:3]=1[O:13][CH3:10]. (3) Given the reactants C([O:4][CH2:5][C:6]1[N:7]([CH2:20][CH:21]2[CH2:26][CH2:25][O:24][CH2:23][CH2:22]2)[C:8]2[C:17]3[CH:16]=[CH:15][C:14]([Br:18])=[CH:13][C:12]=3[N:11]=[CH:10][C:9]=2[N:19]=1)(=O)C.C(=O)(O)[O-].[Na+].[OH-].[NH4+:33].C1(S(Cl)(=O)=O)C=CC=CC=1, predict the reaction product. The product is: [NH2:33][C:10]1[C:9]2[N:19]=[C:6]([CH2:5][OH:4])[N:7]([CH2:20][CH:21]3[CH2:26][CH2:25][O:24][CH2:23][CH2:22]3)[C:8]=2[C:17]2[CH:16]=[CH:15][C:14]([Br:18])=[CH:13][C:12]=2[N:11]=1. (4) The product is: [S:1]1[CH:5]=[CH:4][C:3]2[CH:6]=[CH:7][CH:8]=[C:9]([CH2:10][C:20]#[N:21])[C:2]1=2. Given the reactants [S:1]1[CH:5]=[CH:4][C:3]2[CH:6]=[CH:7][CH:8]=[C:9]([CH:10]=O)[C:2]1=2.O1CCCC1.[C-]#N.[Li+].[C:20](P(=O)(OCC)OCC)#[N:21].CC(O)(C)C.[I-].[Sm+2].[I-], predict the reaction product. (5) Given the reactants [CH3:1][N:2]([CH2:4][C:5]1[C:13]2[O:12][N:11]=[C:10]([CH2:14][CH2:15][CH:16]3[CH2:21][CH2:20][NH:19][CH2:18][CH2:17]3)[C:9]=2[CH:8]=[CH:7][C:6]=1[C:22]1[CH:27]=[CH:26][CH:25]=[CH:24][CH:23]=1)[CH3:3].[CH:28](=O)[C:29]1[CH:34]=[CH:33][CH:32]=[CH:31][CH:30]=1.C(O[BH-](OC(=O)C)OC(=O)C)(=O)C.[Na+].C(=O)([O-])[O-].[Na+].[Na+], predict the reaction product. The product is: [CH3:1][N:2]([CH2:4][C:5]1[C:13]2[O:12][N:11]=[C:10]([CH2:14][CH2:15][CH:16]3[CH2:17][CH2:18][N:19]([CH2:28][C:29]4[CH:34]=[CH:33][CH:32]=[CH:31][CH:30]=4)[CH2:20][CH2:21]3)[C:9]=2[CH:8]=[CH:7][C:6]=1[C:22]1[CH:27]=[CH:26][CH:25]=[CH:24][CH:23]=1)[CH3:3]. (6) Given the reactants [CH2:1]([O:8][CH2:9][CH:10]([CH2:13][CH2:14][CH:15]=[CH2:16])[CH2:11][OH:12])[C:2]1[CH:7]=[CH:6][CH:5]=[CH:4][CH:3]=1.C([O-])(O)=[O:18].[Na+], predict the reaction product. The product is: [CH2:1]([O:8][CH2:9][CH:10]([CH2:13][CH2:14][CH:15]1[CH2:16][O:18]1)[CH2:11][OH:12])[C:2]1[CH:7]=[CH:6][CH:5]=[CH:4][CH:3]=1. (7) Given the reactants [H-].[Na+].[Si:3]([O:20][CH2:21][C@H:22]1[CH2:26][O:25][C:24](=[O:27])[NH:23]1)([C:16]([CH3:19])([CH3:18])[CH3:17])([C:10]1[CH:15]=[CH:14][CH:13]=[CH:12][CH:11]=1)[C:4]1[CH:9]=[CH:8][CH:7]=[CH:6][CH:5]=1.[F:28][C:29]1[N:34]=[C:33](F)[CH:32]=[CH:31][N:30]=1, predict the reaction product. The product is: [Si:3]([O:20][CH2:21][C@H:22]1[CH2:26][O:25][C:24](=[O:27])[N:23]1[C:31]1[CH:32]=[CH:33][N:34]=[C:29]([F:28])[N:30]=1)([C:16]([CH3:17])([CH3:18])[CH3:19])([C:10]1[CH:11]=[CH:12][CH:13]=[CH:14][CH:15]=1)[C:4]1[CH:9]=[CH:8][CH:7]=[CH:6][CH:5]=1. (8) Given the reactants [OH:1][CH:2]1[CH2:7][CH2:6][CH2:5][CH:4]([O:8][CH2:9][C:10]2[CH:19]=[CH:18][CH:17]=[C:16]([CH3:20])[C:11]=2[C:12]([O:14]C)=[O:13])[CH2:3]1.[CH3:21][O:22][C:23]1[CH:24]=[C:25]([C:31]2[O:32][C:33]([CH3:38])=[C:34]([CH2:36]I)[N:35]=2)[CH:26]=[CH:27][C:28]=1[O:29][CH3:30], predict the reaction product. The product is: [CH3:21][O:22][C:23]1[CH:24]=[C:25]([C:31]2[O:32][C:33]([CH3:38])=[C:34]([CH2:36][O:1][CH:2]3[CH2:7][CH2:6][CH2:5][CH:4]([O:8][CH2:9][C:10]4[CH:19]=[CH:18][CH:17]=[C:16]([CH3:20])[C:11]=4[C:12]([OH:14])=[O:13])[CH2:3]3)[N:35]=2)[CH:26]=[CH:27][C:28]=1[O:29][CH3:30]. (9) Given the reactants Br[C:2]1[O:6][C:5]([CH3:7])=[N:4][C:3]=1[C:8]1[CH:17]=[CH:16][C:15]2[CH2:14][CH2:13][CH2:12][CH2:11][C:10]=2[CH:9]=1.O1CCCC1.CCCCCC.C([Li])CCC.[C:34](=[O:36])=[O:35], predict the reaction product. The product is: [CH3:7][C:5]1[O:6][C:2]([C:34]([OH:36])=[O:35])=[C:3]([C:8]2[CH:17]=[CH:16][C:15]3[CH2:14][CH2:13][CH2:12][CH2:11][C:10]=3[CH:9]=2)[N:4]=1.